This data is from Catalyst prediction with 721,799 reactions and 888 catalyst types from USPTO. The task is: Predict which catalyst facilitates the given reaction. (1) Reactant: [Cl:1][C:2]1[N:7]=[C:6](Cl)[C:5]([Cl:9])=[CH:4][N:3]=1.[NH2:10][CH:11]1[CH2:25][CH:14]2[CH2:15][N:16]([C:18]([O:20][C:21]([CH3:24])([CH3:23])[CH3:22])=[O:19])[CH2:17][CH:13]2[CH2:12]1.CCN(CC)CC. Product: [Cl:1][C:2]1[N:7]=[C:6]([NH:10][CH:11]2[CH2:25][CH:14]3[CH2:15][N:16]([C:18]([O:20][C:21]([CH3:23])([CH3:22])[CH3:24])=[O:19])[CH2:17][CH:13]3[CH2:12]2)[C:5]([Cl:9])=[CH:4][N:3]=1. The catalyst class is: 14. (2) Reactant: [CH2:1]([O:3][C:4]1[CH:19]=[CH:18][C:7]2[CH:8]3[CH2:14][CH2:13][CH:12]([CH:15]=[CH:16][CH3:17])[CH2:11][CH:9]3[O:10][C:6]=2[C:5]=1[F:20])[CH3:2].[H][H]. Product: [CH2:1]([O:3][C:4]1[CH:19]=[CH:18][C:7]2[CH:8]3[CH2:14][CH2:13][CH:12]([CH2:15][CH2:16][CH3:17])[CH2:11][CH:9]3[O:10][C:6]=2[C:5]=1[F:20])[CH3:2]. The catalyst class is: 123. (3) Reactant: [Cl:1][C:2]1[CH:24]=[CH:23][CH:22]=[CH:21][C:3]=1[CH2:4][N:5]1[C:9]([CH2:10][CH2:11][C:12](OCC)=[O:13])=[CH:8][C:7]([O:17][CH:18]([CH3:20])[CH3:19])=[N:6]1.[H-].C([Al+]CC(C)C)C(C)C.CO.[C@H](O)(C([O-])=O)[C@@H](O)C([O-])=O.[Na+].[K+]. Product: [Cl:1][C:2]1[CH:24]=[CH:23][CH:22]=[CH:21][C:3]=1[CH2:4][N:5]1[C:9]([CH2:10][CH2:11][CH2:12][OH:13])=[CH:8][C:7]([O:17][CH:18]([CH3:20])[CH3:19])=[N:6]1. The catalyst class is: 207. (4) Product: [OH:6][C:7]1[C:14]([OH:15])=[CH:13][CH:12]=[CH:11][C:8]=1[C:9]1[S:21][CH2:20][C@@H:19]([C:22]([OH:24])=[O:23])[N:10]=1. Reactant: P([O-])([O-])([O-])=O.[OH:6][C:7]1[C:14]([OH:15])=[CH:13][CH:12]=[CH:11][C:8]=1[C:9]#[N:10].O.Cl.N[C@H:19]([C:22]([OH:24])=[O:23])[CH2:20][SH:21].C(=O)([O-])O.[Na+]. The catalyst class is: 5. (5) Reactant: [F:1][C:2]([F:32])([F:31])[C:3]1[CH:8]=[CH:7][C:6]([C:9]2[C:10]([C:15]([NH:17][C:18]3[CH:27]=[C:26]4[C:21]([CH:22]=[C:23]([C:28](O)=[O:29])[CH:24]=[N:25]4)=[CH:20][CH:19]=3)=[O:16])=[CH:11][CH:12]=[CH:13][CH:14]=2)=[CH:5][CH:4]=1.[NH:33]1[CH2:38][CH2:37][O:36][CH2:35][CH2:34]1.Cl.CN(C)CCCN=C=NCC.ON1C2C=CC=CC=2N=N1.C(N(CC)CC)C. Product: [N:33]1([C:28]([C:23]2[CH:24]=[N:25][C:26]3[C:21]([CH:22]=2)=[CH:20][CH:19]=[C:18]([NH:17][C:15]([C:10]2[C:9]([C:6]4[CH:5]=[CH:4][C:3]([C:2]([F:1])([F:31])[F:32])=[CH:8][CH:7]=4)=[CH:14][CH:13]=[CH:12][CH:11]=2)=[O:16])[CH:27]=3)=[O:29])[CH2:38][CH2:37][O:36][CH2:35][CH2:34]1. The catalyst class is: 4. (6) Reactant: [F:1][C:2]1[CH:3]=[C:4]([C:8]2[C@:9]3([CH2:25][CH2:24][C@H:23]4[C@@H:14]([CH2:15][CH2:16][C:17]5[CH:18]=[C:19]([OH:26])[CH:20]=[CH:21][C:22]=54)[C@@H:11]3[CH2:12][CH:13]=2)[CH3:10])[CH:5]=[N:6][CH:7]=1.Cl[CH:28]([CH3:32])[C:29]([NH2:31])=[O:30].C(=O)([O-])[O-].[K+].[K+].[I-].[Na+]. Product: [F:1][C:2]1[CH:3]=[C:4]([C:8]2[C@:9]3([CH2:25][CH2:24][C@H:23]4[C@@H:14]([CH2:15][CH2:16][C:17]5[CH:18]=[C:19]([O:26][CH:28]([CH3:32])[C:29]([NH2:31])=[O:30])[CH:20]=[CH:21][C:22]=54)[C@@H:11]3[CH2:12][CH:13]=2)[CH3:10])[CH:5]=[N:6][CH:7]=1. The catalyst class is: 58. (7) Reactant: [Cl:1][C:2]1[CH:3]=[C:4]([CH:8]=[C:9]([S:12](Cl)(=[O:14])=[O:13])[C:10]=1[OH:11])[C:5]([OH:7])=O.C([N:18]([CH2:21][CH3:22])CC)C.[Cl:23][C:24]1[CH:29]=[CH:28][C:27]([C:30]2[CH:35]=[CH:34][CH:33]=[C:32]([CH2:36][NH:37][CH2:38][C:39]3[CH:44]=[CH:43][C:42]([F:45])=[CH:41][CH:40]=3)[CH:31]=2)=[CH:26][CH:25]=1. Product: [CH2:21]([NH:18][C:5](=[O:7])[C:4]1[CH:8]=[C:9]([S:12](=[O:14])(=[O:13])[N:37]([CH2:36][C:32]2[CH:31]=[C:30]([C:27]3[CH:28]=[CH:29][C:24]([Cl:23])=[CH:25][CH:26]=3)[CH:35]=[CH:34][CH:33]=2)[CH2:38][C:39]2[CH:40]=[CH:41][C:42]([F:45])=[CH:43][CH:44]=2)[C:10]([OH:11])=[C:2]([Cl:1])[CH:3]=1)[C:22]1[CH:4]=[CH:3][CH:2]=[CH:10][CH:9]=1. The catalyst class is: 4.